From a dataset of Full USPTO retrosynthesis dataset with 1.9M reactions from patents (1976-2016). Predict the reactants needed to synthesize the given product. (1) Given the product [CH2:1]([NH:8][C:9]([C:11]1[C:28](=[O:29])[N:27]([OH:30])[C:14]2[N:15]=[CH:16][N:17]=[C:18]([NH:19][CH2:20][C:21]3[CH:22]=[CH:23][CH:24]=[CH:25][CH:26]=3)[C:13]=2[C:12]=1[OH:38])=[O:10])[C:2]1[CH:3]=[CH:4][CH:5]=[CH:6][CH:7]=1, predict the reactants needed to synthesize it. The reactants are: [CH2:1]([NH:8][C:9]([C:11]1[C:28](=[O:29])[N:27]([O:30]CC2C=CC=CC=2)[C:14]2[N:15]=[CH:16][N:17]=[C:18]([NH:19][CH2:20][C:21]3[CH:26]=[CH:25][CH:24]=[CH:23][CH:22]=3)[C:13]=2[C:12]=1[OH:38])=[O:10])[C:2]1[CH:7]=[CH:6][CH:5]=[CH:4][CH:3]=1.O1CCOCC1.[H][H]. (2) Given the product [CH2:1]=[CH:2][CH3:3].[CH2:4]=[CH:5][CH2:6][CH2:7][CH3:8].[CH2:9]=[CH2:10], predict the reactants needed to synthesize it. The reactants are: [CH2:1]=[CH:2][CH3:3].[CH2:4]=[CH:5][CH2:6][CH2:7][CH3:8].[CH2:9]=[CH2:10]. (3) Given the product [Cl:1][C:2]1[CH:3]=[C:4]([N:11]2[C:20]3[C:15](=[CH:16][C:17]([S:21]([NH:24][C:25]4[CH:29]=[CH:28][O:27][N:26]=4)(=[O:23])=[O:22])=[CH:18][CH:19]=3)[CH:14]=[CH:13][C:12]2=[O:30])[C:5]([O:9][CH3:10])=[N:6][C:7]=1[NH:36][CH:31]1[CH2:35][CH2:34][CH2:33][CH2:32]1, predict the reactants needed to synthesize it. The reactants are: [Cl:1][C:2]1[CH:3]=[C:4]([N:11]2[C:20]3[C:15](=[CH:16][C:17]([S:21]([NH:24][C:25]4[CH:29]=[CH:28][O:27][N:26]=4)(=[O:23])=[O:22])=[CH:18][CH:19]=3)[CH:14]=[CH:13][C:12]2=[O:30])[C:5]([O:9][CH3:10])=[N:6][C:7]=1Cl.[CH:31]1([NH2:36])[CH2:35][CH2:34][CH2:33][CH2:32]1.CCN(C(C)C)C(C)C.CS(C)=O. (4) The reactants are: C(OC([N:8]1[C:16]2[C:11](=[CH:12][CH:13]=[C:14]([Cl:17])[CH:15]=2)/[C:10](=[CH:18]/[C:19]2[CH:24]=[C:23]([Cl:25])[CH:22]=[CH:21][C:20]=2[O:26][C:27]([C:30]([O:32][CH2:33][CH3:34])=[O:31])([CH3:29])[CH3:28])/[C:9]1=[O:35])=O)(C)(C)C.[Cl:36][C:37]1[CH:38]=[CH:39][C:40]([O:52][CH3:53])=[C:41]([CH:43]=[N:44][C:45]([O:47][Si](C)(C)C)=[CH2:46])[CH:42]=1. Given the product [Cl:17][C:14]1[CH:15]=[C:16]2[NH:8][C:9](=[O:35])[C:10]3([CH:18]([C:19]4[CH:24]=[C:23]([Cl:25])[CH:22]=[CH:21][C:20]=4[O:26][C:27]([C:30]([O:32][CH2:33][CH3:34])=[O:31])([CH3:29])[CH3:28])[CH2:47][C:45](=[O:46])[NH:44][CH:43]3[C:41]3[CH:42]=[C:37]([Cl:36])[CH:38]=[CH:39][C:40]=3[O:52][CH3:53])[C:11]2=[CH:12][CH:13]=1, predict the reactants needed to synthesize it. (5) Given the product [CH3:41][NH:42][C:4](=[O:6])[CH2:3][S@:7](=[O:8])([C:35]1[CH:36]=[CH:37][CH:38]=[CH:39][CH:40]=1)=[N:9][C:10](=[O:11])[C:12]1[CH:17]=[C:16]([C:18]#[C:19][C:20]2[CH:25]=[CH:24][CH:23]=[C:22]([NH:26][C:27]([C:29]3[O:30][CH:31]=[CH:32][C:33]=3[CH3:34])=[O:28])[CH:21]=2)[CH:15]=[N:14][CH:13]=1, predict the reactants needed to synthesize it. The reactants are: C([C@H:3]([S:7]([C:35]1[CH:40]=[CH:39][CH:38]=[CH:37][CH:36]=1)(=[N:9][C:10]([C:12]1[CH:13]=[N:14][CH:15]=[C:16]([C:18]#[C:19][C:20]2[CH:25]=[CH:24][CH:23]=[C:22]([NH:26][C:27]([C:29]3[O:30][CH:31]=[CH:32][C:33]=3[CH3:34])=[O:28])[CH:21]=2)[CH:17]=1)=[O:11])=[O:8])[C:4]([O-:6])=O)C.[CH3:41][NH2:42].